From a dataset of Catalyst prediction with 721,799 reactions and 888 catalyst types from USPTO. Predict which catalyst facilitates the given reaction. (1) Reactant: CC1C=CC(S(OC[CH2:13][CH2:14][C:15]2[CH:23]=[CH:22][CH:21]=[C:20]3[C:16]=2[C:17]([S:24]([C:27]2[CH:32]=[CH:31][CH:30]=[CH:29][CH:28]=2)(=[O:26])=[O:25])=[CH:18][NH:19]3)(=O)=O)=CC=1.[CH2:33]([NH:35][CH3:36])[CH3:34].[CH2:37]1COCC1. Product: [CH2:33]([N:35]([CH3:37])[CH2:36][CH2:13][CH2:14][C:15]1[CH:23]=[CH:22][CH:21]=[C:20]2[C:16]=1[C:17]([S:24]([C:27]1[CH:32]=[CH:31][CH:30]=[CH:29][CH:28]=1)(=[O:26])=[O:25])=[CH:18][NH:19]2)[CH3:34]. The catalyst class is: 74. (2) Reactant: CO[CH:3](OC)[CH2:4][NH:5][C:6]1[CH2:7][O:8][C:9]2[C:15]([CH2:16][CH:17]=[CH2:18])=[CH:14][CH:13]=[CH:12][C:10]=2[N:11]=1.Cl. Product: [CH2:16]([C:15]1[C:9]2[O:8][CH2:7][C:6]3=[N:5][CH:4]=[CH:3][N:11]3[C:10]=2[CH:12]=[CH:13][CH:14]=1)[CH:17]=[CH2:18]. The catalyst class is: 5. (3) Reactant: [CH:1]1([C@H:5]([NH:7][C:8]2[N:16]=[C:15]([C:17]([NH:19][NH2:20])=[O:18])[N:14]=[C:13]3[C:9]=2[N:10]([CH2:33][C@H:34]2[CH2:39][CH2:38][C@H:37]([CH3:40])[CH2:36][CH2:35]2)[C:11]([N:21]2[CH2:26][CH2:25][O:24][CH2:23][C@H:22]2[C:27]2[CH:32]=[CH:31][CH:30]=[CH:29][CH:28]=2)=[N:12]3)[CH3:6])[CH2:4][CH2:3][CH2:2]1.[CH3:41][N:42]=[C:43]=[O:44].[N-]=C=O. Product: [CH:1]1([C@H:5]([NH:7][C:8]2[N:16]=[C:15]([C:17]([NH:19][NH:20][C:43]([NH:42][CH3:41])=[O:44])=[O:18])[N:14]=[C:13]3[C:9]=2[N:10]([CH2:33][C@H:34]2[CH2:39][CH2:38][C@H:37]([CH3:40])[CH2:36][CH2:35]2)[C:11]([N:21]2[CH2:26][CH2:25][O:24][CH2:23][C@H:22]2[C:27]2[CH:32]=[CH:31][CH:30]=[CH:29][CH:28]=2)=[N:12]3)[CH3:6])[CH2:2][CH2:3][CH2:4]1. The catalyst class is: 1.